From a dataset of NCI-60 drug combinations with 297,098 pairs across 59 cell lines. Regression. Given two drug SMILES strings and cell line genomic features, predict the synergy score measuring deviation from expected non-interaction effect. (1) Drug 1: CC1C(C(CC(O1)OC2CC(CC3=C2C(=C4C(=C3O)C(=O)C5=C(C4=O)C(=CC=C5)OC)O)(C(=O)C)O)N)O.Cl. Drug 2: C(CC(=O)O)C(=O)CN.Cl. Cell line: KM12. Synergy scores: CSS=26.2, Synergy_ZIP=0.0429, Synergy_Bliss=5.07, Synergy_Loewe=-10.5, Synergy_HSA=9.02. (2) Drug 2: C1CCN(CC1)CCOC2=CC=C(C=C2)C(=O)C3=C(SC4=C3C=CC(=C4)O)C5=CC=C(C=C5)O. Drug 1: CC12CCC(CC1=CCC3C2CCC4(C3CC=C4C5=CN=CC=C5)C)O. Cell line: MALME-3M. Synergy scores: CSS=10.7, Synergy_ZIP=0.0677, Synergy_Bliss=7.94, Synergy_Loewe=5.88, Synergy_HSA=6.53. (3) Drug 1: C1CN1C2=NC(=NC(=N2)N3CC3)N4CC4. Drug 2: CC1C(C(CC(O1)OC2CC(CC3=C2C(=C4C(=C3O)C(=O)C5=C(C4=O)C(=CC=C5)OC)O)(C(=O)C)O)N)O.Cl. Cell line: HCC-2998. Synergy scores: CSS=49.8, Synergy_ZIP=-1.48, Synergy_Bliss=-3.38, Synergy_Loewe=-21.4, Synergy_HSA=-1.78. (4) Drug 1: C1=CC(=CC=C1CCCC(=O)O)N(CCCl)CCCl. Drug 2: CC1CCC2CC(C(=CC=CC=CC(CC(C(=O)C(C(C(=CC(C(=O)CC(OC(=O)C3CCCCN3C(=O)C(=O)C1(O2)O)C(C)CC4CCC(C(C4)OC)O)C)C)O)OC)C)C)C)OC. Cell line: NCI-H522. Synergy scores: CSS=26.2, Synergy_ZIP=-13.9, Synergy_Bliss=-10.5, Synergy_Loewe=-2.65, Synergy_HSA=-1.60.